Predict the product of the given reaction. From a dataset of Forward reaction prediction with 1.9M reactions from USPTO patents (1976-2016). (1) Given the reactants C([O:3][C:4]([CH:6]1[CH2:11][CH2:10][N:9]([CH2:12][C:13]2[C:21]3[C:16](=[CH:17][C:18]([O:22][C:23]4[S:24][C:25]5[CH:31]=[CH:30][CH:29]=[CH:28][C:26]=5[N:27]=4)=[CH:19][CH:20]=3)[NH:15][CH:14]=2)[CH2:8][CH2:7]1)=[O:5])C.[OH-].[K+].Cl, predict the reaction product. The product is: [S:24]1[C:25]2[CH:31]=[CH:30][CH:29]=[CH:28][C:26]=2[N:27]=[C:23]1[O:22][C:18]1[CH:17]=[C:16]2[C:21]([C:13]([CH2:12][N:9]3[CH2:8][CH2:7][CH:6]([C:4]([OH:5])=[O:3])[CH2:11][CH2:10]3)=[CH:14][NH:15]2)=[CH:20][CH:19]=1. (2) Given the reactants [Cl:1][C:2]1[CH:3]=[C:4]2[C:10](=[CH:11][CH:12]=1)[C:8](=O)[O:7][C:6]([C:13]([OH:15])=[O:14])=[C:5]2[C:16]1[CH:21]=[CH:20][CH:19]=[CH:18][CH:17]=1.[CH3:22][NH:23][NH2:24], predict the reaction product. The product is: [Cl:1][C:2]1[CH:3]=[C:4]2[C:10](=[CH:11][CH:12]=1)[C:8](=[O:7])[N:24]([NH:23][CH3:22])[C:6]([C:13]([OH:15])=[O:14])=[C:5]2[C:16]1[CH:21]=[CH:20][CH:19]=[CH:18][CH:17]=1. (3) Given the reactants [F:1][C:2]([F:40])([F:39])[C:3]1[CH:4]=[C:5]([CH:32]=[C:33]([C:35]([F:38])([F:37])[F:36])[CH:34]=1)[CH2:6][N:7]([CH2:15][C:16]1[C:17]([N:24]([CH2:28][CH:29]2[CH2:31][CH2:30]2)[CH2:25][CH2:26][CH3:27])=[N:18][C:19]([O:22][CH3:23])=[N:20][CH:21]=1)[C:8]1[N:13]=[CH:12][C:11]([OH:14])=[CH:10][N:9]=1.C(=O)([O-])[O-].[K+].[K+].Br[CH2:48][CH2:49][CH2:50][C:51]([O:53][CH2:54][CH3:55])=[O:52], predict the reaction product. The product is: [F:40][C:2]([F:1])([F:39])[C:3]1[CH:4]=[C:5]([CH:32]=[C:33]([C:35]([F:37])([F:38])[F:36])[CH:34]=1)[CH2:6][N:7]([CH2:15][C:16]1[C:17]([N:24]([CH2:28][CH:29]2[CH2:31][CH2:30]2)[CH2:25][CH2:26][CH3:27])=[N:18][C:19]([O:22][CH3:23])=[N:20][CH:21]=1)[C:8]1[N:9]=[CH:10][C:11]([O:14][CH2:48][CH2:49][CH2:50][C:51]([O:53][CH2:54][CH3:55])=[O:52])=[CH:12][N:13]=1. (4) The product is: [CH2:1]([O:3][C:4](=[O:42])[CH2:5][CH2:6][CH2:7][O:8][C:9]1[CH:14]=[CH:13][CH:12]=[C:11]([CH2:15][CH2:16][CH2:17][CH2:18][CH2:19][CH2:20][O:21][C:22]2[CH:27]=[C:26]([CH2:28][C:43]#[N:44])[CH:25]=[C:24]([Br:34])[CH:23]=2)[C:10]=1[CH2:35][CH2:36][C:37]([O:39][CH2:40][CH3:41])=[O:38])[CH3:2]. Given the reactants [CH2:1]([O:3][C:4](=[O:42])[CH2:5][CH2:6][CH2:7][O:8][C:9]1[CH:14]=[CH:13][CH:12]=[C:11]([CH2:15][CH2:16][CH2:17][CH2:18][CH2:19][CH2:20][O:21][C:22]2[CH:27]=[C:26]([CH2:28]OS(C)(=O)=O)[CH:25]=[C:24]([Br:34])[CH:23]=2)[C:10]=1[CH2:35][CH2:36][C:37]([O:39][CH2:40][CH3:41])=[O:38])[CH3:2].[C-:43]#[N:44].[K+], predict the reaction product. (5) The product is: [CH3:1][CH:2]1[CH2:7][CH2:6][CH2:5][NH:4][CH:3]1[C:8]([NH2:10])=[O:9]. Given the reactants [CH3:1][C:2]1[C:3]([C:8]([NH2:10])=[O:9])=[N:4][CH:5]=[CH:6][CH:7]=1, predict the reaction product. (6) Given the reactants [CH3:1][N:2]1[CH:6]=[CH:5][C:4]([NH2:7])=[N:3]1.O.C([O-])(O)=O.[Na+].Br[CH:15]1[CH2:18][CH2:17][C:16]1=[O:19], predict the reaction product. The product is: [CH3:1][N:2]1[CH:6]=[CH:5][C:4]([NH:7][CH:15]2[CH2:18][CH2:17][C:16]2=[O:19])=[N:3]1. (7) Given the reactants [OH:1][CH2:2][CH2:3][O:4][C:5]1[CH:6]=[CH:7][C:8]([C:21]2[NH:30][C:29](=[O:31])[C:28]3[C:23](=[CH:24][C:25]([O:34][CH3:35])=[CH:26][C:27]=3[O:32][CH3:33])[N:22]=2)=[N:9][C:10]=1[C:11]1[CH:16]=[CH:15][C:14]([S:17]([CH3:20])(=[O:19])=[O:18])=[CH:13][CH:12]=1.[CH3:36][S:37]([OH:40])(=[O:39])=[O:38], predict the reaction product. The product is: [CH3:36][S:37]([OH:40])(=[O:39])=[O:38].[OH:1][CH2:2][CH2:3][O:4][C:5]1[CH:6]=[CH:7][C:8]([C:21]2[NH:30][C:29](=[O:31])[C:28]3[C:23](=[CH:24][C:25]([O:34][CH3:35])=[CH:26][C:27]=3[O:32][CH3:33])[N:22]=2)=[N:9][C:10]=1[C:11]1[CH:12]=[CH:13][C:14]([S:17]([CH3:20])(=[O:19])=[O:18])=[CH:15][CH:16]=1.